From a dataset of Forward reaction prediction with 1.9M reactions from USPTO patents (1976-2016). Predict the product of the given reaction. Given the reactants O1CCCCC1[O:7][C:8](=O)[CH2:9][CH2:10][C@H:11]([C@@H:13]1[C@:30]2([CH3:31])[C@H:16]([C@H:17]3[C@H:27]([CH2:28][CH2:29]2)[C@:25]2([CH3:26])[C:20]([CH2:21][C@@H:22]([O:32][CH:33]4[CH2:38][CH2:37][CH2:36][CH2:35][O:34]4)[CH2:23][CH2:24]2)=[CH:19][CH2:18]3)[CH2:15][CH2:14]1)[CH3:12].[H-].[H-].[H-].[H-].[Li+].[Al+3].[O-]S([O-])(=O)=O.[Na+].[Na+], predict the reaction product. The product is: [O:34]1[CH2:35][CH2:36][CH2:37][CH2:38][CH:33]1[O:32][C@H:22]1[CH2:23][CH2:24][C@@:25]2([CH3:26])[C:20](=[CH:19][CH2:18][C@@H:17]3[C@@H:27]2[CH2:28][CH2:29][C@@:30]2([CH3:31])[C@H:16]3[CH2:15][CH2:14][C@@H:13]2[C@H:11]([CH3:12])[CH2:10][CH2:9][CH2:8][OH:7])[CH2:21]1.